This data is from Forward reaction prediction with 1.9M reactions from USPTO patents (1976-2016). The task is: Predict the product of the given reaction. (1) Given the reactants [F:1][C:2]([F:22])([F:21])[C:3]1[CH:4]=[C:5]([C:9]2[CH:10]=[CH:11][C:12]3[N:18]4[CH2:19][C@H:15]([CH2:16][CH2:17]4)[NH:14][C:13]=3[N:20]=2)[CH:6]=[CH:7][CH:8]=1.[O:23]1[C:27]([C:28]2[CH:29]=[C:30]([NH:39][C:40](=O)[O:41]C3C=CC=CC=3)[CH:31]=[C:32]([C:34]3[O:38][CH:37]=[N:36][CH:35]=3)[CH:33]=2)=[CH:26][N:25]=[CH:24]1, predict the reaction product. The product is: [O:23]1[C:27]([C:28]2[CH:29]=[C:30]([NH:39][C:40]([N:14]3[C@@H:15]4[CH2:19][N:18]([CH2:17][CH2:16]4)[C:12]4[CH:11]=[CH:10][C:9]([C:5]5[CH:6]=[CH:7][CH:8]=[C:3]([C:2]([F:21])([F:1])[F:22])[CH:4]=5)=[N:20][C:13]3=4)=[O:41])[CH:31]=[C:32]([C:34]3[O:38][CH:37]=[N:36][CH:35]=3)[CH:33]=2)=[CH:26][N:25]=[CH:24]1. (2) Given the reactants [CH3:1][C:2]1[N:3]([C:8]2[C:9]([C:20]([O:22][CH3:23])=[O:21])=[N:10][C:11]([O:18]C)=[C:12]([C:14]([F:17])([F:16])[F:15])[CH:13]=2)[C:4]([CH3:7])=[CH:5][CH:6]=1.[Si](Cl)(C)(C)C, predict the reaction product. The product is: [CH3:7][C:4]1[N:3]([C:8]2[C:9]([C:20]([O:22][CH3:23])=[O:21])=[N:10][C:11]([OH:18])=[C:12]([C:14]([F:15])([F:16])[F:17])[CH:13]=2)[C:2]([CH3:1])=[CH:6][CH:5]=1. (3) Given the reactants Cl[C:2]1[N:7]=[N:6][C:5]([NH:8][C:9]2[CH:18]=[C:17]3[C:12]([CH:13]=[CH:14][CH:15]=[N:16]3)=[CH:11][CH:10]=2)=[CH:4][C:3]=1[C:19]1[CH:24]=[CH:23][C:22]([C:25]([F:28])([F:27])[F:26])=[CH:21][CH:20]=1.[CH3:29][O:30][C:31]1[CH:36]=[CH:35][C:34](B(O)O)=[CH:33][CH:32]=1.C([O-])([O-])=O.[Na+].[Na+], predict the reaction product. The product is: [CH3:29][O:30][C:31]1[CH:36]=[CH:35][C:34]([C:2]2[N:7]=[N:6][C:5]([NH:8][C:9]3[CH:18]=[C:17]4[C:12]([CH:13]=[CH:14][CH:15]=[N:16]4)=[CH:11][CH:10]=3)=[CH:4][C:3]=2[C:19]2[CH:24]=[CH:23][C:22]([C:25]([F:28])([F:27])[F:26])=[CH:21][CH:20]=2)=[CH:33][CH:32]=1.